This data is from Catalyst prediction with 721,799 reactions and 888 catalyst types from USPTO. The task is: Predict which catalyst facilitates the given reaction. (1) Product: [Cl:24][C:25]1[CH:26]=[C:27]([CH:40]=[C:41]([Cl:43])[CH:42]=1)[O:28][C:29]1[N:34]=[CH:33][C:32]([C:9]2[CH:21]=[CH:20][C:12]([C:13]([NH:15][S:16]([CH3:19])(=[O:18])=[O:17])=[O:14])=[CH:11][C:10]=2[O:22][CH3:23])=[CH:31][C:30]=1[CH:38]=[O:39]. The catalyst class is: 203. Reactant: ClC1C=C([C:9]2[CH:21]=[CH:20][C:12]([C:13]([NH:15][S:16]([CH3:19])(=[O:18])=[O:17])=[O:14])=[CH:11][C:10]=2[O:22][CH3:23])C=NC=1F.[Cl:24][C:25]1[CH:26]=[C:27]([CH:40]=[C:41]([Cl:43])[CH:42]=1)[O:28][C:29]1[N:34]=[CH:33][C:32](B(O)O)=[CH:31][C:30]=1[CH:38]=[O:39].C([O-])([O-])=O.[Na+].[Na+]. (2) Reactant: C(OC(=O)[NH:7][CH2:8][C:9]1[NH:10][C:11]2[C:12]([N:24]=1)=[N:13][CH:14]=[C:15]([C:17]1[C:18]([CH3:23])=[N:19][O:20][C:21]=1[CH3:22])[CH:16]=2)(C)(C)C.[F:26][C:27]([F:32])([F:31])[C:28]([OH:30])=[O:29]. Product: [F:26][C:27]([F:32])([F:31])[C:28]([O-:30])=[O:29].[CH3:23][C:18]1[C:17]([C:15]2[CH:16]=[C:11]3[NH:10][C:9]([CH2:8][NH3+:7])=[N:24][C:12]3=[N:13][CH:14]=2)=[C:21]([CH3:22])[O:20][N:19]=1. The catalyst class is: 2. (3) Reactant: [CH2:1]1[CH:3]([C@H:4]([NH2:8])[C:5]([OH:7])=[O:6])[CH2:2]1.O.[F:10][C:11]([F:29])([F:28])[C:12]([O:15][C:16](=O)[O:17]C1C=CC([N+]([O-])=O)=CC=1)([CH3:14])[CH3:13].CCN(C(C)C)C(C)C. Product: [CH:3]1([CH:4]([NH:8][C:16]([O:15][C:12]([CH3:14])([CH3:13])[C:11]([F:29])([F:28])[F:10])=[O:17])[C:5]([OH:7])=[O:6])[CH2:2][CH2:1]1. The catalyst class is: 881. (4) Reactant: [NH2:1][C:2]1[N:11]=[CH:10][C:9]2[CH2:8][CH2:7][C:6]3[C:12]([C:16]([OH:18])=O)=[N:13][N:14]([CH3:15])[C:5]=3[C:4]=2[N:3]=1.[K].C(N(C(C)C)C(C)C)C.ON1C2C=CC=CC=2N=N1.[CH2:39]([C:41]1[CH:47]=[CH:46][CH:45]=[C:44]([CH2:48][CH3:49])[C:42]=1[NH2:43])[CH3:40]. Product: [NH2:1][C:2]1[N:11]=[CH:10][C:9]2[CH2:8][CH2:7][C:6]3[C:12]([C:16]([NH:43][C:42]4[C:44]([CH2:48][CH3:49])=[CH:45][CH:46]=[CH:47][C:41]=4[CH2:39][CH3:40])=[O:18])=[N:13][N:14]([CH3:15])[C:5]=3[C:4]=2[N:3]=1. The catalyst class is: 35. (5) Reactant: CS(Cl)(=O)=O.[CH2:6]([N:8]([CH2:11]C)[CH2:9][CH3:10])C.[N+:13]([C:16]1[CH:25]=C2[C:19]([CH2:20][CH2:21][CH2:22]C2O)=[CH:18][CH:17]=1)([O-:15])=[O:14]. Product: [CH3:11][N:8]([CH3:6])[CH:9]1[C:10]2[C:19](=[CH:18][CH:17]=[C:16]([N+:13]([O-:15])=[O:14])[CH:25]=2)[CH2:20][CH2:21][CH2:22]1. The catalyst class is: 7. (6) Reactant: [Cl:1][C:2]1[C:3]([N+:21]([O-])=O)=[CH:4][C:5]([O:9][CH2:10][C:11]2[C:16]([O:17][CH3:18])=[CH:15][CH:14]=[C:13]([F:19])[C:12]=2[F:20])=[C:6]([OH:8])[CH:7]=1.C(N(CC)C(C)C)(C)C.Cl[CH2:34][O:35][CH3:36].Cl. Product: [Cl:1][C:2]1[CH:7]=[C:6]([O:8][CH2:34][O:35][CH3:36])[C:5]([O:9][CH2:10][C:11]2[C:16]([O:17][CH3:18])=[CH:15][CH:14]=[C:13]([F:19])[C:12]=2[F:20])=[CH:4][C:3]=1[NH2:21]. The catalyst class is: 2.